The task is: Predict the reaction yield, written as a fraction of the theoretical maximum amount of product (1.0 means a 100% yield; for example, 0.34 means a 34% yield).. This data is from Reaction yield outcomes from USPTO patents with 853,638 reactions. (1) The reactants are Br[C:2]1[CH:7]=[CH:6][C:5]([O:8][CH2:9][O:10][CH3:11])=[CH:4][C:3]=1[O:12][CH2:13][O:14][CH3:15].CN(C)CCN(C)C.C([Li])CCC.[CH2:29]1[O:39][C:32]2([CH2:37][CH2:36][C:35](=[O:38])[CH2:34][CH2:33]2)[O:31][CH2:30]1.Cl. The catalyst is C1COCC1.C(OCC)(=O)C. The product is [CH3:15][O:14][CH2:13][O:12][C:3]1[CH:4]=[C:5]([O:8][CH2:9][O:10][CH3:11])[CH:6]=[CH:7][C:2]=1[C:35]1([OH:38])[CH2:36][CH2:37][C:32]2([O:39][CH2:29][CH2:30][O:31]2)[CH2:33][CH2:34]1. The yield is 0.560. (2) The product is [CH3:52][O:51][C:45]1[CH:46]=[C:47]([O:49][CH3:50])[CH:48]=[C:40]2[C:41]=1[C:42](=[O:43])[NH:44][C:1]([C:3]1[CH:4]=[CH:5][C:6]([CH2:7][N:8]3[CH2:13][CH2:12][CH:11]([N:14]([CH:18]([CH3:19])[CH3:20])[C:15](=[O:17])[CH3:16])[CH2:10][CH2:9]3)=[CH:21][CH:22]=1)=[N:39]2. The yield is 0.560. The catalyst is CC(N(C)C)=O. The reactants are [CH:1]([C:3]1[CH:22]=[CH:21][C:6]([CH2:7][N:8]2[CH2:13][CH2:12][CH:11]([N:14]([CH:18]([CH3:20])[CH3:19])[C:15](=[O:17])[CH3:16])[CH2:10][CH2:9]2)=[CH:5][CH:4]=1)=O.OS([O-])=O.[Na+].CC1C=CC(S(O)(=O)=O)=CC=1.[NH2:39][C:40]1[CH:48]=[C:47]([O:49][CH3:50])[CH:46]=[C:45]([O:51][CH3:52])[C:41]=1[C:42]([NH2:44])=[O:43]. (3) The reactants are [O:1]=[C:2]1[C:10]2[C:5](=[CH:6][CH:7]=[CH:8][CH:9]=2)C(=O)[N:3]1[CH2:12][C:13]1[C:22]2[C:17](=[CH:18][CH:19]=[CH:20][CH:21]=2)[C:16]([CH:23]=O)=[CH:15][CH:14]=1.[C:25]([O-:28])([O-])=O.[K+].[K+].O1CCOC[CH2:32]1. The yield is 0.670. The product is [CH:23]([C:16]1[C:17]2[C:22](=[CH:21][CH:20]=[CH:19][CH:18]=2)[C:13]([CH2:12][N:3]2[C:2](=[O:1])[C:10]3[C:5](=[CH:6][CH:7]=[CH:8][CH:9]=3)[C:25]2=[O:28])=[CH:14][CH:15]=1)=[CH2:32]. The catalyst is [Br-].C[P+](C1C=CC=CC=1)(C1C=CC=CC=1)C1C=CC=CC=1. (4) The reactants are [CH3:1][C:2]([CH3:37])([CH3:36])[C@H:3]([NH:8][C:9]([N:11]1[C:19]2[CH2:18][CH2:17][N:16]([C:20](OC(C)(C)C)=O)[CH2:15][C:14]=2[C:13]([C:27]2[CH:32]=[C:31]([F:33])[C:30]([F:34])=[CH:29][C:28]=2[F:35])=[N:12]1)=[O:10])[C:4]([NH:6][CH3:7])=[O:5]. The catalyst is C(O)(C(F)(F)F)=O.C(Cl)Cl.C1(C)C=CC=CC=1. The product is [CH3:1][C:2]([CH3:37])([CH3:36])[C@H:3]([NH:8][C:9]([N:11]1[C:19]2[CH2:18][CH2:17][N:16]([CH3:20])[CH2:15][C:14]=2[C:13]([C:27]2[CH:32]=[C:31]([F:33])[C:30]([F:34])=[CH:29][C:28]=2[F:35])=[N:12]1)=[O:10])[C:4]([NH:6][CH3:7])=[O:5]. The yield is 0.490. (5) The reactants are [C:1]([O:4][CH2:5][C:6]1[C:15](Br)=[C:14]2[C:9]([CH:10]=[N:11][C:12]([NH:17][C:18]3[CH:23]=[CH:22][C:21]([N:24]4[CH2:29][CH2:28][N:27]([CH3:30])[CH2:26][CH2:25]4)=[CH:20][CH:19]=3)=[N:13]2)=[CH:8][CH:7]=1)(=[O:3])[CH3:2].CC1(C)C(C)(C)OB([C:39]2[CH:40]=[C:41]([CH:43]=[CH:44][CH:45]=2)[NH2:42])O1.C([O-])([O-])=O.[Na+].[Na+]. The catalyst is O1CCOCC1.O.CC(=O)OCC.C1C=CC(P(C2C=CC=CC=2)[C-]2C=CC=C2)=CC=1.C1C=CC(P(C2C=CC=CC=2)[C-]2C=CC=C2)=CC=1.Cl[Pd]Cl.[Fe+2]. The product is [C:1]([O:4][CH2:5][C:6]1[C:15]([C:39]2[CH:45]=[CH:44][CH:43]=[C:41]([NH2:42])[CH:40]=2)=[C:14]2[C:9]([CH:10]=[N:11][C:12]([NH:17][C:18]3[CH:23]=[CH:22][C:21]([N:24]4[CH2:29][CH2:28][N:27]([CH3:30])[CH2:26][CH2:25]4)=[CH:20][CH:19]=3)=[N:13]2)=[CH:8][CH:7]=1)(=[O:3])[CH3:2]. The yield is 0.670. (6) The reactants are C(=O)([O-])[O-].[K+].[K+].[CH2:7]([O:14][C:15]([NH:17][CH2:18][CH2:19][CH2:20][CH2:21][C:22]1[CH:27]=[CH:26][C:25]([OH:28])=[CH:24][CH:23]=1)=[O:16])[C:8]1[CH:13]=[CH:12][CH:11]=[CH:10][CH:9]=1.[CH3:29][O:30][C:31](=[O:44])[CH:32]([NH:36][C:37]([O:39][C:40]([CH3:43])([CH3:42])[CH3:41])=[O:38])[CH2:33][CH2:34]Br. The catalyst is CN(C=O)C.C(OCC)(=O)C. The product is [CH3:29][O:30][C:31](=[O:44])[CH:32]([NH:36][C:37]([O:39][C:40]([CH3:43])([CH3:42])[CH3:41])=[O:38])[CH2:33][CH2:34][O:28][C:25]1[CH:26]=[CH:27][C:22]([CH2:21][CH2:20][CH2:19][CH2:18][NH:17][C:15]([O:14][CH2:7][C:8]2[CH:9]=[CH:10][CH:11]=[CH:12][CH:13]=2)=[O:16])=[CH:23][CH:24]=1. The yield is 0.830. (7) The reactants are [OH:1][C:2]1[CH:7]=[CH:6][C:5]([NH:8][C:9](=[O:15])[O:10][C:11]([CH3:14])([CH3:13])[CH3:12])=[CH:4][CH:3]=1.I[CH2:17][CH2:18][O:19][CH2:20][CH2:21][O:22][CH2:23][C:24]#[CH:25].C([O-])([O-])=O.[K+].[K+].C(=O)(O)[O-].[Na+]. The catalyst is CN(C=O)C. The product is [CH2:23]([O:22][CH2:21][CH2:20][O:19][CH2:18][CH2:17][O:1][C:2]1[CH:3]=[CH:4][C:5]([NH:8][C:9](=[O:15])[O:10][C:11]([CH3:12])([CH3:14])[CH3:13])=[CH:6][CH:7]=1)[C:24]#[CH:25]. The yield is 0.710. (8) The reactants are [CH2:1]([N:3]1[C:7]([CH2:8][O:9][CH2:10][C:11]2[CH:12]=[C:13]([NH:17][C:18]3[CH:23]=[CH:22][C:21]([C:24](F)(F)F)=[CH:20][C:19]=3[N+:28]([O-:30])=[O:29])[CH:14]=[CH:15][CH:16]=2)=[N:6][CH:5]=[N:4]1)C.C(C(OCC1NC=CN=1)C1C=C(N)C=CC=1)C. No catalyst specified. The product is [CH3:24][C:21]1[CH:22]=[CH:23][C:18]([NH:17][C:13]2[CH:14]=[CH:15][CH:16]=[C:11]([CH2:10][O:9][CH2:8][C:7]3[N:3]([CH3:1])[N:4]=[CH:5][N:6]=3)[CH:12]=2)=[C:19]([N+:28]([O-:30])=[O:29])[CH:20]=1. The yield is 0.780. (9) The reactants are O[C:2]12[NH:10][N:9]=[C:8]([C:11]([F:14])([F:13])[F:12])[CH:7]1[CH2:6][CH2:5][N:4]([C:15]([O:17][C:18]([CH3:21])([CH3:20])[CH3:19])=[O:16])[CH2:3]2.Br[CH2:23][C:24]1[CH:36]=[CH:35][C:27]([C:28]([N:30]([CH2:33][CH3:34])[CH2:31][CH3:32])=[O:29])=[CH:26][CH:25]=1.C(=O)([O-])[O-].[K+].[K+].O. The catalyst is CN(C=O)C. The product is [CH2:33]([N:30]([CH2:31][CH3:32])[C:28]([C:27]1[CH:26]=[CH:25][C:24]([CH2:23][N:10]2[C:2]3[CH2:3][N:4]([C:15]([O:17][C:18]([CH3:21])([CH3:20])[CH3:19])=[O:16])[CH2:5][CH2:6][C:7]=3[C:8]([C:11]([F:14])([F:13])[F:12])=[N:9]2)=[CH:36][CH:35]=1)=[O:29])[CH3:34]. The yield is 0.220.